From a dataset of Reaction yield outcomes from USPTO patents with 853,638 reactions. Predict the reaction yield, written as a fraction of the theoretical maximum amount of product (1.0 means a 100% yield; for example, 0.34 means a 34% yield). (1) The catalyst is C(#N)C.ClCCl. The yield is 0.610. The product is [F:52][C:16]([F:51])([F:15])[C:17]1[CH:18]=[C:19]([CH:44]=[C:45]([C:47]([F:50])([F:48])[F:49])[CH:46]=1)[CH2:20][N:21]([C@H:22]1[CH2:28][CH2:27][CH2:26][N:25]([CH:56]2[CH2:57][CH2:58][O:53][CH2:54][CH2:55]2)[C:24]2[CH:29]=[C:30]([C:34]([F:35])([F:36])[F:37])[C:31]([CH3:33])=[CH:32][C:23]1=2)[C:38]1[N:39]=[N:40][N:41]([CH3:43])[N:42]=1. The reactants are C(O[BH-](OC(=O)C)OC(=O)C)(=O)C.[Na+].[F:15][C:16]([F:52])([F:51])[C:17]1[CH:18]=[C:19]([CH:44]=[C:45]([C:47]([F:50])([F:49])[F:48])[CH:46]=1)[CH2:20][N:21]([C:38]1[N:39]=[N:40][N:41]([CH3:43])[N:42]=1)[C@H:22]1[CH2:28][CH2:27][CH2:26][NH:25][C:24]2[CH:29]=[C:30]([C:34]([F:37])([F:36])[F:35])[C:31]([CH3:33])=[CH:32][C:23]1=2.[O:53]1[CH2:58][CH2:57][C:56](=O)[CH2:55][CH2:54]1.C(O)(=O)C. (2) The reactants are [F:1][C:2]1[CH:10]=[C:9]([C:11]2[CH:16]=[CH:15][CH:14]=[CH:13][CH:12]=2)[CH:8]=[C:7]2[C:3]=1[CH:4]=[C:5]([C:18]([O:20]C)=[O:19])[N:6]2[OH:17].[Li+].[OH-]. The catalyst is C1COCC1.CO. The product is [F:1][C:2]1[CH:10]=[C:9]([C:11]2[CH:16]=[CH:15][CH:14]=[CH:13][CH:12]=2)[CH:8]=[C:7]2[C:3]=1[CH:4]=[C:5]([C:18]([OH:20])=[O:19])[N:6]2[OH:17]. The yield is 0.860. (3) The reactants are CS(O[CH2:6][C:7]1[C:11]([C:12]2[N:16]([C:17]3[CH:22]=[CH:21][C:20]([F:23])=[C:19]([Cl:24])[CH:18]=3)[C:15](=[O:25])[O:14][N:13]=2)=[N:10][O:9][N:8]=1)(=O)=O.[N-:26]=[N+:27]=[N-:28].[Na+]. The catalyst is CN(C=O)C. The product is [N:26]([CH2:6][C:7]1[C:11]([C:12]2[N:16]([C:17]3[CH:22]=[CH:21][C:20]([F:23])=[C:19]([Cl:24])[CH:18]=3)[C:15](=[O:25])[O:14][N:13]=2)=[N:10][O:9][N:8]=1)=[N+:27]=[N-:28]. The yield is 0.650. (4) The reactants are [CH3:1][CH:2]([CH3:43])[CH2:3][CH2:4][N:5]([CH2:38][CH2:39][CH:40]([CH3:42])[CH3:41])[C:6]([C:8]1[CH:9]=[CH:10][C:11]2[N:15]=[C:14]([NH:16][C:17]3[CH:22]=[CH:21][C:20]([N+:23]([O-])=O)=[CH:19][CH:18]=3)[N:13]([CH2:26][CH2:27][CH2:28][NH:29][C:30](=[O:36])[O:31][C:32]([CH3:35])([CH3:34])[CH3:33])[C:12]=2[CH:37]=1)=[O:7]. The catalyst is C(OCC)(=O)C.CO.[Pd]. The product is [NH2:23][C:20]1[CH:19]=[CH:18][C:17]([NH:16][C:14]2[N:13]([CH2:26][CH2:27][CH2:28][NH:29][C:30](=[O:36])[O:31][C:32]([CH3:33])([CH3:34])[CH3:35])[C:12]3[CH:37]=[C:8]([C:6]([N:5]([CH2:4][CH2:3][CH:2]([CH3:43])[CH3:1])[CH2:38][CH2:39][CH:40]([CH3:41])[CH3:42])=[O:7])[CH:9]=[CH:10][C:11]=3[N:15]=2)=[CH:22][CH:21]=1. The yield is 0.870.